Predict the product of the given reaction. From a dataset of Forward reaction prediction with 1.9M reactions from USPTO patents (1976-2016). (1) Given the reactants [CH3:1][S:2]([C:5]1[CH:10]=[CH:9][C:8]([NH:11][NH2:12])=[CH:7][CH:6]=1)(=[O:4])=[O:3].N[C:14]([CH3:18])=[CH:15][C:16]#[N:17], predict the reaction product. The product is: [CH3:1][S:2]([C:5]1[CH:6]=[CH:7][C:8]([N:11]2[C:16]([NH2:17])=[CH:15][C:14]([CH3:18])=[N:12]2)=[CH:9][CH:10]=1)(=[O:4])=[O:3]. (2) Given the reactants [CH2:1]([N:8]1[CH2:13][CH2:12][C:11]([CH2:15][OH:16])([OH:14])[CH2:10][CH2:9]1)[C:2]1[CH:7]=[CH:6][CH:5]=[CH:4][CH:3]=1.[H-].[Na+].F[C:20]1[CH:27]=[CH:26][C:23]([C:24]#[N:25])=[CH:22][CH:21]=1.O, predict the reaction product. The product is: [CH2:1]([N:8]1[CH2:9][CH2:10][C:11]([CH2:15][O:16][C:20]2[CH:27]=[CH:26][C:23]([C:24]#[N:25])=[CH:22][CH:21]=2)([OH:14])[CH2:12][CH2:13]1)[C:2]1[CH:3]=[CH:4][CH:5]=[CH:6][CH:7]=1. (3) Given the reactants C(OC([NH:8][C@H:9]([CH:40]([CH3:42])[CH3:41])[C:10]([O:12][C@@H:13]1[CH2:29][C@@H:28]2[C@@:16]([CH3:39])([C@@H:17]3[C@@H:25]([CH2:26][CH2:27]2)[C@:24]2(O)[C@@:20]([CH3:38])([C@@H:21]([C:31]4[CH:32]=[CH:33][C:34](=[O:37])[O:35][CH:36]=4)[CH2:22][CH2:23]2)[CH2:19][CH2:18]3)[CH2:15][CH2:14]1)=[O:11])=O)(C)(C)C.Cl, predict the reaction product. The product is: [NH2:8][C@H:9]([CH:40]([CH3:42])[CH3:41])[C:10]([O:12][C@@H:13]1[CH2:29][C@@H:28]2[C@@:16]([CH3:39])([C@@H:17]3[C@@H:25]([CH2:26][CH2:27]2)[C:24]2[C@@:20]([CH3:38])([C@@H:21]([C:31]4[CH:32]=[CH:33][C:34](=[O:37])[O:35][CH:36]=4)[CH2:22][CH:23]=2)[CH2:19][CH2:18]3)[CH2:15][CH2:14]1)=[O:11]. (4) Given the reactants [Cl:1][C:2]1[CH:3]=[C:4]([CH2:20][C:21]([OH:23])=[O:22])[CH:5]=[C:6]([CH3:19])[C:7]=1[O:8][C:9]1[N:10]=[N:11][C:12](Cl)=[C:13]([CH:15]([CH3:17])[CH3:16])[CH:14]=1.C([O-])(=[O:26])C.[Na+], predict the reaction product. The product is: [Cl:1][C:2]1[CH:3]=[C:4]([CH2:20][C:21]([OH:23])=[O:22])[CH:5]=[C:6]([CH3:19])[C:7]=1[O:8][C:9]1[CH:14]=[C:13]([CH:15]([CH3:17])[CH3:16])[C:12](=[O:26])[NH:11][N:10]=1. (5) Given the reactants [C:1]1([N:7]2[C:11]([CH2:12][CH2:13][CH3:14])=[CH:10][C:9]([CH2:15][CH2:16][CH:17]=O)=[N:8]2)[CH:6]=[CH:5][CH:4]=[CH:3][CH:2]=1.[Cl:19][C:20]1[CH:25]=[CH:24][C:23]([N:26]2[CH2:31][CH2:30][NH:29][CH2:28][CH2:27]2)=[CH:22][CH:21]=1.CCN(C(C)C)C(C)C.[BH-](OC(C)=O)(OC(C)=O)OC(C)=O.[Na+], predict the reaction product. The product is: [Cl:19][C:20]1[CH:21]=[CH:22][C:23]([N:26]2[CH2:31][CH2:30][N:29]([CH2:17][CH2:16][CH2:15][C:9]3[CH:10]=[C:11]([CH2:12][CH2:13][CH3:14])[N:7]([C:1]4[CH:6]=[CH:5][CH:4]=[CH:3][CH:2]=4)[N:8]=3)[CH2:28][CH2:27]2)=[CH:24][CH:25]=1. (6) Given the reactants [CH2:1]([C@@H:3]([CH2:27][CH:28]=[CH2:29])[CH2:4][S:5]([N:8](CC1C=CC(OC)=CC=1)CC1C=CC(OC)=CC=1)(=[O:7])=[O:6])[CH3:2].[CH2:30]([C@H:32]([CH2:56][CH:57]=[CH2:58])[CH2:33][S:34]([N:37](CC1C=CC(OC)=CC=1)CC1C=CC(OC)=CC=1)(=[O:36])=[O:35])[CH3:31], predict the reaction product. The product is: [CH2:1]([C@@H:3]([CH2:27][CH:28]=[CH2:29])[CH2:4][S:5]([NH2:8])(=[O:7])=[O:6])[CH3:2].[CH2:30]([C@H:32]([CH2:56][CH:57]=[CH2:58])[CH2:33][S:34]([NH2:37])(=[O:36])=[O:35])[CH3:31]. (7) Given the reactants [NH2:1][C:2]1[S:3][C:4]([C:7]#[N:8])=[CH:5][N:6]=1.CC1(C)C2C(=C(P(C3C=CC=CC=3)C3C=CC=CC=3)C=CC=2)OC2C(P(C3C=CC=CC=3)C3C=CC=CC=3)=CC=CC1=2.[O-]P([O-])([O-])=O.[K+].[K+].[K+].Cl[C:60]1[C:61]2[CH:68]=[CH:67][N:66]([CH2:69][C:70]([N:72]([CH2:75][CH3:76])[CH2:73][CH3:74])=[O:71])[C:62]=2[N:63]=[CH:64][N:65]=1, predict the reaction product. The product is: [C:7]([C:4]1[S:3][C:2]([NH:1][C:60]2[C:61]3[CH:68]=[CH:67][N:66]([CH2:69][C:70]([N:72]([CH2:75][CH3:76])[CH2:73][CH3:74])=[O:71])[C:62]=3[N:63]=[CH:64][N:65]=2)=[N:6][CH:5]=1)#[N:8].